Predict the reaction yield, written as a fraction of the theoretical maximum amount of product (1.0 means a 100% yield; for example, 0.34 means a 34% yield). From a dataset of Reaction yield outcomes from USPTO patents with 853,638 reactions. The reactants are [Cl:1][C:2]1[CH:3]=[C:4]([CH:15]=[CH:16][CH:17]=1)[CH2:5][NH:6][C:7]1[CH:8]=[C:9]([CH2:13][OH:14])[N:10]([CH3:12])[N:11]=1. The catalyst is [O-2].[Mn+4].[O-2].ClCCl. The product is [Cl:1][C:2]1[CH:3]=[C:4]([CH:15]=[CH:16][CH:17]=1)[CH2:5][NH:6][C:7]1[CH:8]=[C:9]([CH:13]=[O:14])[N:10]([CH3:12])[N:11]=1. The yield is 0.600.